From a dataset of Full USPTO retrosynthesis dataset with 1.9M reactions from patents (1976-2016). Predict the reactants needed to synthesize the given product. (1) Given the product [CH3:1][NH:2][CH2:3][C@H:4]1[O:8][C@@H:7]([N:9]2[C:18]3[N:17]=[CH:16][N:15]=[C:13]([NH2:14])[C:12]=3[N:11]=[C:10]2[NH:29][CH3:27])[C@H:6]([OH:20])[C@@H:5]1[OH:21], predict the reactants needed to synthesize it. The reactants are: [CH3:1][NH:2][CH2:3][C@H:4]1[O:8][C@@H:7]([N:9]2[C:18]3[N:17]=[CH:16][N:15]=[C:13]([NH2:14])[C:12]=3[N:11]=[C:10]2C)[C@H:6]([OH:20])[C@@H:5]1[OH:21].ClC[C@H]1O[C@@H:27]([N:29]2C3N=CN=C(N)C=3N=C2NC)[C@H](O)[C@@H]1O. (2) Given the product [N:28]1[N:29]=[C:30]([C:37]2[CH:46]=[CH:45][C:44]3[C:39](=[C:40]([O:8][CH:7]4[CH2:6][CH2:5][N:4]([C:9]([O:11][C:12]([CH3:13])([CH3:15])[CH3:14])=[O:10])[CH2:3][C:2]4([F:1])[F:16])[CH:41]=[C:42]([F:47])[CH:43]=3)[N:38]=2)[N:31]2[CH:36]=[CH:35][CH:34]=[CH:33][C:32]=12, predict the reactants needed to synthesize it. The reactants are: [F:1][C:2]1([F:16])[CH:7]([OH:8])[CH2:6][CH2:5][N:4]([C:9]([O:11][C:12]([CH3:15])([CH3:14])[CH3:13])=[O:10])[CH2:3]1.CC([O-])(C)C.[K+].C1COCC1.[N:28]1[N:29]=[C:30]([C:37]2[CH:46]=[CH:45][C:44]3[C:39](=[C:40](F)[CH:41]=[C:42]([F:47])[CH:43]=3)[N:38]=2)[N:31]2[CH:36]=[CH:35][CH:34]=[CH:33][C:32]=12. (3) Given the product [CH3:39][C:8]1[CH:9]=[C:10]([O:13][C:14]2[CH:19]=[C:18]([O:20][C:21]3[CH:26]=[CH:25][C:24]([C:27]([F:30])([F:29])[F:28])=[CH:23][C:22]=3[O:31][C:32]3[CH:37]=[CH:36][CH:35]=[CH:34][CH:33]=3)[CH:17]=[C:16]([CH3:38])[CH:15]=2)[CH:11]=[CH:12][C:7]=1[CH2:6][CH2:5][C:4]([OH:40])=[O:3], predict the reactants needed to synthesize it. The reactants are: C([O:3][C:4](=[O:40])[CH2:5][CH2:6][C:7]1[CH:12]=[CH:11][C:10]([O:13][C:14]2[CH:19]=[C:18]([O:20][C:21]3[CH:26]=[CH:25][C:24]([C:27]([F:30])([F:29])[F:28])=[CH:23][C:22]=3[O:31][C:32]3[CH:37]=[CH:36][CH:35]=[CH:34][CH:33]=3)[CH:17]=[C:16]([CH3:38])[CH:15]=2)=[CH:9][C:8]=1[CH3:39])C.[OH-].[Na+].Cl. (4) Given the product [F:1][C:2]1[CH:11]=[C:10]2[C:5]([CH:6]=[C:7]([CH:22]([NH2:24])[CH3:23])[C:8]([C:12]3[CH:17]=[CH:16][CH:15]=[CH:14][C:13]=3[S:18]([CH3:21])(=[O:20])=[O:19])=[N:9]2)=[N:4][CH:3]=1, predict the reactants needed to synthesize it. The reactants are: [F:1][C:2]1[CH:11]=[C:10]2[C:5]([CH:6]=[C:7]([CH:22]([N:24]3C(=O)C4C(=CC=CC=4)C3=O)[CH3:23])[C:8]([C:12]3[CH:17]=[CH:16][CH:15]=[CH:14][C:13]=3[S:18]([CH3:21])(=[O:20])=[O:19])=[N:9]2)=[N:4][CH:3]=1.O.NN.Cl. (5) Given the product [F:5][C:6]1[C:13]([N+:1]([O-:4])=[O:2])=[C:12]([O:14][CH3:15])[CH:11]=[C:10]([F:16])[C:7]=1[CH:8]=[O:9], predict the reactants needed to synthesize it. The reactants are: [N+:1]([O-:4])(O)=[O:2].[F:5][C:6]1[CH:13]=[C:12]([O:14][CH3:15])[CH:11]=[C:10]([F:16])[C:7]=1[CH:8]=[O:9].